Dataset: Forward reaction prediction with 1.9M reactions from USPTO patents (1976-2016). Task: Predict the product of the given reaction. (1) Given the reactants [OH:1][C:2]1[N:7]=[CH:6][C:5]2[CH2:8][C:9](=[O:11])[NH:10][C:4]=2[CH:3]=1.[Cl:12][C:13]1[C:14]([F:21])=[C:15]([CH:18]=[CH:19][CH:20]=1)[CH:16]=O.N1CCCCC1, predict the reaction product. The product is: [Cl:12][C:13]1[C:14]([F:21])=[C:15]([CH:18]=[CH:19][CH:20]=1)/[CH:16]=[C:8]1\[C:9](=[O:11])[NH:10][C:4]2[CH:3]=[C:2]([OH:1])[N:7]=[CH:6][C:5]\1=2. (2) Given the reactants [CH2:1]([N:3]([CH:14]1[CH2:19][CH2:18][O:17][CH2:16][CH2:15]1)[C:4]1[N:8]([CH3:9])[N:7]=[C:6]([C:10]([OH:12])=O)[C:5]=1[CH3:13])[CH3:2].[NH2:20][CH2:21][C:22]1[C:23](=[O:30])[NH:24][C:25]([CH3:29])=[CH:26][C:27]=1[CH3:28].C1C=NC2N(O)N=NC=2C=1.C(Cl)CCl.CN1CCOCC1, predict the reaction product. The product is: [CH3:28][C:27]1[CH:26]=[C:25]([CH3:29])[NH:24][C:23](=[O:30])[C:22]=1[CH2:21][NH:20][C:10]([C:6]1[C:5]([CH3:13])=[C:4]([N:3]([CH2:1][CH3:2])[CH:14]2[CH2:19][CH2:18][O:17][CH2:16][CH2:15]2)[N:8]([CH3:9])[N:7]=1)=[O:12]. (3) Given the reactants [CH:1]1([C:7]2[CH:13]=[CH:12][C:10]([NH2:11])=[CH:9][CH:8]=2)[CH2:6][CH2:5][CH2:4][CH2:3][CH2:2]1.[N:14]([O-])=O.[Na+].C([O-])(=O)C.[Na+].[C:23]([CH2:26][C:27](=[O:29])[CH3:28])(=[O:25])[CH3:24], predict the reaction product. The product is: [CH:1]1([C:7]2[CH:8]=[CH:9][C:10]([NH:11][N:14]=[C:26]([C:27](=[O:29])[CH3:28])[C:23](=[O:25])[CH3:24])=[CH:12][CH:13]=2)[CH2:2][CH2:3][CH2:4][CH2:5][CH2:6]1. (4) Given the reactants [Cl:1][C:2]1[CH:7]=[CH:6][C:5]([OH:8])=[CH:4][C:3]=1[C:9]1[C:18]2[C:13](=[C:14]([C:19]([F:22])([F:21])[F:20])[CH:15]=[CH:16][CH:17]=2)[N:12]=[CH:11][N:10]=1.F[C:24]1[CH:29]=[C:28]([S:30]([CH2:33][CH3:34])(=[O:32])=[O:31])[CH:27]=[C:26]([F:35])[CH:25]=1, predict the reaction product. The product is: [Cl:1][C:2]1[CH:7]=[CH:6][C:5]([O:8][C:24]2[CH:25]=[C:26]([F:35])[CH:27]=[C:28]([S:30]([CH2:33][CH3:34])(=[O:32])=[O:31])[CH:29]=2)=[CH:4][C:3]=1[C:9]1[C:18]2[C:13](=[C:14]([C:19]([F:20])([F:22])[F:21])[CH:15]=[CH:16][CH:17]=2)[N:12]=[CH:11][N:10]=1. (5) Given the reactants [F:1][C:2]([F:24])([F:23])[C@H:3]1[CH2:8][N:7]([C:9]([O:11][CH2:12][C:13]2[CH:18]=[CH:17][CH:16]=[CH:15][CH:14]=2)=[O:10])[CH2:6][C@@H:5]([C:19]([O:21]C)=[O:20])[CH2:4]1.[OH-].[Na+], predict the reaction product. The product is: [CH2:12]([O:11][C:9]([N:7]1[CH2:8][C@H:3]([C:2]([F:1])([F:23])[F:24])[CH2:4][C@H:5]([C:19]([OH:21])=[O:20])[CH2:6]1)=[O:10])[C:13]1[CH:14]=[CH:15][CH:16]=[CH:17][CH:18]=1.